Dataset: Full USPTO retrosynthesis dataset with 1.9M reactions from patents (1976-2016). Task: Predict the reactants needed to synthesize the given product. (1) Given the product [NH2:1][C:2]1[N:7]=[CH:6][C:5]([C:8]([N:13]([O:14][CH3:15])[CH3:12])=[O:10])=[CH:4][CH:3]=1, predict the reactants needed to synthesize it. The reactants are: [NH2:1][C:2]1[N:7]=[CH:6][C:5]([C:8]([OH:10])=O)=[CH:4][CH:3]=1.Cl.[CH3:12][NH:13][O:14][CH3:15].F[P-](F)(F)(F)(F)F.N1(OC(N(C)C)=[N+](C)C)C2N=CC=CC=2N=N1.C(N(C(C)C)CC)(C)C. (2) Given the product [C:27]([O:26][C:24](=[O:25])[NH:23][CH2:22][CH2:21][NH:20][C:15](=[O:17])[C:14]([C:11]1[CH:10]=[CH:9][C:8]([S:5](/[CH:4]=[CH:3]/[C:1]#[N:2])(=[O:6])=[O:7])=[CH:13][CH:12]=1)([CH3:19])[CH3:18])([CH3:30])([CH3:28])[CH3:29], predict the reactants needed to synthesize it. The reactants are: [C:1](/[CH:3]=[CH:4]/[S:5]([C:8]1[CH:13]=[CH:12][C:11]([C:14]([CH3:19])([CH3:18])[C:15]([OH:17])=O)=[CH:10][CH:9]=1)(=[O:7])=[O:6])#[N:2].[NH2:20][CH2:21][CH2:22][NH:23][C:24]([O:26][C:27]([CH3:30])([CH3:29])[CH3:28])=[O:25].C(N(CC)C(C)C)(C)C. (3) Given the product [NH2:13][C:11]1[CH:12]=[C:7]2[C:8]([CH2:16][C:17](=[O:19])[NH:4]2)=[CH:9][CH:10]=1, predict the reactants needed to synthesize it. The reactants are: CO.Cl.[N+:4]([C:7]1[CH:12]=[C:11]([N+:13]([O-])=O)[CH:10]=[CH:9][C:8]=1[CH2:16][C:17]([OH:19])=O)([O-])=O.[H][H]. (4) Given the product [CH2:1]([O:3][C:4]([C:6]1[N:7]=[CH:8][N:9]2[C:15]=1[CH2:14][NH:13][C:12](=[O:27])[C:11]1[CH:28]=[C:29]([O:32][CH3:33])[CH:30]=[CH:31][C:10]2=1)=[O:5])[CH3:2], predict the reactants needed to synthesize it. The reactants are: [CH2:1]([O:3][C:4]([C:6]1[N:7]=[CH:8][N:9]2[C:15]=1[CH2:14][N:13](CC1C=CC(OC)=CC=1OC)[C:12](=[O:27])[C:11]1[CH:28]=[C:29]([O:32][CH3:33])[CH:30]=[CH:31][C:10]2=1)=[O:5])[CH3:2].FC(F)(F)S(O)(=O)=O. (5) Given the product [CH3:1][C:2]1[CH:11]=[CH:10][C:9]([N:12]2[CH:16]=[N:15][N:14]=[N:13]2)=[CH:8][C:3]=1[C:4]([OH:6])=[O:5], predict the reactants needed to synthesize it. The reactants are: [CH3:1][C:2]1[CH:11]=[CH:10][C:9]([N:12]2[CH:16]=[N:15][N:14]=[N:13]2)=[CH:8][C:3]=1[C:4]([O:6]C)=[O:5].O.[OH-].[Li+].